From a dataset of Full USPTO retrosynthesis dataset with 1.9M reactions from patents (1976-2016). Predict the reactants needed to synthesize the given product. (1) Given the product [CH:5]1([CH2:10][CH:11]([C:20]2[CH:25]=[CH:24][CH:23]=[C:22]([OH:26])[CH:21]=2)[C:12]([NH:14][C:15]2[S:16][CH:17]=[CH:18][N:19]=2)=[O:13])[CH2:9][CH2:8][CH2:7][CH2:6]1, predict the reactants needed to synthesize it. The reactants are: B(Br)(Br)Br.[CH:5]1([CH2:10][CH:11]([C:20]2[CH:25]=[CH:24][CH:23]=[C:22]([O:26]C)[CH:21]=2)[C:12]([NH:14][C:15]2[S:16][CH:17]=[CH:18][N:19]=2)=[O:13])[CH2:9][CH2:8][CH2:7][CH2:6]1.[OH-].[NH4+]. (2) Given the product [CH:25]([C:2]1[C:3]([F:24])=[CH:4][C:5]([N+:21]([O-:23])=[O:22])=[C:6]([NH:8][CH:9]2[CH2:14][CH2:13][N:12]([CH:15]3[CH2:20][CH2:19][O:18][CH2:17][CH2:16]3)[CH2:11][CH2:10]2)[CH:7]=1)=[CH2:26], predict the reactants needed to synthesize it. The reactants are: Br[C:2]1[C:3]([F:24])=[CH:4][C:5]([N+:21]([O-:23])=[O:22])=[C:6]([NH:8][CH:9]2[CH2:14][CH2:13][N:12]([CH:15]3[CH2:20][CH2:19][O:18][CH2:17][CH2:16]3)[CH2:11][CH2:10]2)[CH:7]=1.[C:25]1(P(C2C=CC=CC=2)C2C=CC=CC=2)C=CC=C[CH:26]=1.